From a dataset of Full USPTO retrosynthesis dataset with 1.9M reactions from patents (1976-2016). Predict the reactants needed to synthesize the given product. (1) Given the product [NH2:8][C:5]1[CH:6]=[CH:7][C:2]([Cl:1])=[C:3]([C:11]([NH:13][C:14]2[CH:19]=[CH:18][C:17]([CH2:20][C:21]([O:23][CH2:24][CH3:25])=[O:22])=[CH:16][CH:15]=2)=[O:12])[CH:4]=1, predict the reactants needed to synthesize it. The reactants are: [Cl:1][C:2]1[CH:7]=[CH:6][C:5]([N+:8]([O-])=O)=[CH:4][C:3]=1[C:11]([NH:13][C:14]1[CH:19]=[CH:18][C:17]([CH2:20][C:21]([O:23][CH2:24][CH3:25])=[O:22])=[CH:16][CH:15]=1)=[O:12].C(O)(=O)C. (2) Given the product [C:42]([O:45][CH2:46][C:47]([N:18]1[CH2:17][CH2:16][N:15]([C:14]2[C:9]([F:8])=[CH:10][C:11]([N:22]3[CH2:26][C@H:25]([CH2:27][NH:28][C:29](=[S:33])[CH:30]([F:31])[F:32])[O:24][C:23]3=[O:34])=[CH:12][C:13]=2[F:21])[CH2:20][CH2:19]1)=[O:48])(=[O:44])[CH3:43], predict the reactants needed to synthesize it. The reactants are: FC(F)(F)C(O)=O.[F:8][C:9]1[CH:10]=[C:11]([N:22]2[CH2:26][C@H:25]([CH2:27][NH:28][C:29](=[S:33])[CH:30]([F:32])[F:31])[O:24][C:23]2=[O:34])[CH:12]=[C:13]([F:21])[C:14]=1[N:15]1[CH2:20][CH2:19][NH:18][CH2:17][CH2:16]1.C(N(CC)CC)C.[C:42]([O:45][CH2:46][C:47](Cl)=[O:48])(=[O:44])[CH3:43]. (3) Given the product [C:1]([O:5][C:6](=[O:28])[C:7]1[CH:12]=[CH:11][C:10]([CH2:13][CH2:14][S:15]([N:18]2[CH2:23][CH2:22][C:21]([NH:26][C:40](=[O:41])[C:39]3[CH:43]=[C:44]([C:46]([F:48])([F:49])[F:47])[CH:45]=[C:37]([O:36][CH2:29][C:30]4[CH:31]=[CH:32][CH:33]=[CH:34][CH:35]=4)[CH:38]=3)([C:24]#[N:25])[CH2:20][CH2:19]2)(=[O:16])=[O:17])=[C:9]([CH3:27])[CH:8]=1)([CH3:4])([CH3:3])[CH3:2], predict the reactants needed to synthesize it. The reactants are: [C:1]([O:5][C:6](=[O:28])[C:7]1[CH:12]=[CH:11][C:10]([CH2:13][CH2:14][S:15]([N:18]2[CH2:23][CH2:22][C:21]([NH2:26])([C:24]#[N:25])[CH2:20][CH2:19]2)(=[O:17])=[O:16])=[C:9]([CH3:27])[CH:8]=1)([CH3:4])([CH3:3])[CH3:2].[CH2:29]([O:36][C:37]1[CH:38]=[C:39]([CH:43]=[C:44]([C:46]([F:49])([F:48])[F:47])[CH:45]=1)[C:40](O)=[O:41])[C:30]1[CH:35]=[CH:34][CH:33]=[CH:32][CH:31]=1.CCN(C(C)C)C(C)C.CN(C(ON1N=NC2C=CC=NC1=2)=[N+](C)C)C.F[P-](F)(F)(F)(F)F. (4) Given the product [NH:36]1[C:37]2[C:42](=[CH:41][CH:40]=[CH:39][CH:38]=2)[C:34]([C:31]2[CH2:32][CH2:33][N:28]([CH2:12][CH:13]3[O:22][C:21]4[C:16](=[CH:17][CH:18]=[C:19]5[NH:25][C:24]([CH2:26][CH3:27])=[N:23][C:20]5=4)[O:15][CH2:14]3)[CH2:29][CH:30]=2)=[CH:35]1, predict the reactants needed to synthesize it. The reactants are: CC1C=CC(S(O[CH2:12][C@@H:13]2[O:22][C:21]3[C:16](=[CH:17][CH:18]=[C:19]4[NH:25][C:24]([CH2:26][CH3:27])=[N:23][C:20]4=3)[O:15][CH2:14]2)(=O)=O)=CC=1.[NH:28]1[CH2:33][CH:32]=[C:31]([C:34]2[C:42]3[C:37](=[CH:38][CH:39]=[CH:40][CH:41]=3)[NH:36][CH:35]=2)[CH2:30][CH2:29]1. (5) Given the product [F:27][CH:26]([F:28])[C:22]1[C:23]([F:25])=[CH:24][C:19]([C:13]2[C:12]3[C:17](=[CH:18][C:9]([S:8]([Cl:36])(=[O:47])=[O:35])=[CH:10][CH:11]=3)[N:16]=[CH:15][N:14]=2)=[C:20]([O:29][CH3:30])[CH:21]=1, predict the reactants needed to synthesize it. The reactants are: C([S:8][C:9]1[CH:18]=[C:17]2[C:12]([C:13]([C:19]3[CH:24]=[C:23]([F:25])[C:22]([CH:26]([F:28])[F:27])=[CH:21][C:20]=3[O:29][CH3:30])=[N:14][CH:15]=[N:16]2)=[CH:11][CH:10]=1)C1C=CC=CC=1.CC(O)=O.[OH2:35].[Cl:36]N1C(C)(C)C(=O)N(Cl)C1=O.[OH2:47].